Dataset: Peptide-MHC class II binding affinity with 134,281 pairs from IEDB. Task: Regression. Given a peptide amino acid sequence and an MHC pseudo amino acid sequence, predict their binding affinity value. This is MHC class II binding data. (1) The peptide sequence is IDVWLGGLAENFLPY. The MHC is HLA-DPA10201-DPB10101 with pseudo-sequence HLA-DPA10201-DPB10101. The binding affinity (normalized) is 0.494. (2) The peptide sequence is LTSKLDAAYKLAYKT. The MHC is DRB1_0301 with pseudo-sequence DRB1_0301. The binding affinity (normalized) is 0.813. (3) The peptide sequence is ELQVIEKVDAAFKVA. The MHC is HLA-DQA10102-DQB10502 with pseudo-sequence HLA-DQA10102-DQB10502. The binding affinity (normalized) is 0. (4) The peptide sequence is SQDLELSWMLNGLQAY. The MHC is DRB1_0802 with pseudo-sequence DRB1_0802. The binding affinity (normalized) is 0.403. (5) The peptide sequence is LTWIGLNSKNTSMSF. The MHC is DRB1_0101 with pseudo-sequence DRB1_0101. The binding affinity (normalized) is 0.756. (6) The peptide sequence is NEWITDFAGKTVWFV. The MHC is DRB1_0901 with pseudo-sequence DRB1_0901. The binding affinity (normalized) is 0.164. (7) The peptide sequence is IVALIIAIVVWTIV. The MHC is DRB1_0405 with pseudo-sequence DRB1_0405. The binding affinity (normalized) is 0.112. (8) The peptide sequence is GPLDKEAIEERVERI. The MHC is DRB1_1301 with pseudo-sequence DRB1_1301. The binding affinity (normalized) is 0. (9) The peptide sequence is LVKYEGDTMAEVELR. The MHC is HLA-DQA10201-DQB10202 with pseudo-sequence HLA-DQA10201-DQB10202. The binding affinity (normalized) is 0.447. (10) The peptide sequence is AFKVAATAANRAPAN. The MHC is DRB1_1001 with pseudo-sequence DRB1_1001. The binding affinity (normalized) is 0.853.